Dataset: Peptide-MHC class I binding affinity with 185,985 pairs from IEDB/IMGT. Task: Regression. Given a peptide amino acid sequence and an MHC pseudo amino acid sequence, predict their binding affinity value. This is MHC class I binding data. (1) The MHC is HLA-A69:01 with pseudo-sequence HLA-A69:01. The binding affinity (normalized) is 0.0847. The peptide sequence is AVLQSGFRK. (2) The peptide sequence is VVNYEAGEW. The MHC is HLA-B15:01 with pseudo-sequence HLA-B15:01. The binding affinity (normalized) is 0. (3) The peptide sequence is LFMEMFFDY. The MHC is HLA-A68:01 with pseudo-sequence HLA-A68:01. The binding affinity (normalized) is 0.